This data is from Full USPTO retrosynthesis dataset with 1.9M reactions from patents (1976-2016). The task is: Predict the reactants needed to synthesize the given product. (1) Given the product [Cl:1][C:2]1[C:3]([F:20])=[CH:4][C:5]([F:19])=[C:6]([S:8]([N:11]([CH2:33][O:32][CH2:30][CH3:31])[C:12]2[N:13]=[CH:14][C:15]([F:18])=[CH:16][N:17]=2)(=[O:10])=[O:9])[CH:7]=1, predict the reactants needed to synthesize it. The reactants are: [Cl:1][C:2]1[C:3]([F:20])=[CH:4][C:5]([F:19])=[C:6]([S:8]([NH:11][C:12]2[N:17]=[CH:16][C:15]([F:18])=[CH:14][N:13]=2)(=[O:10])=[O:9])[CH:7]=1.C(N(CC)C(C)C)(C)C.[CH2:30]([O:32][CH2:33]Cl)[CH3:31]. (2) Given the product [CH3:48][O:47][N:46]([CH3:41])[C:31]([C:9]1[CH:10]=[C:11]2[N:16]([C:8]=1[C:5]1[CH:4]=[CH:3][C:2]([F:1])=[CH:7][CH:6]=1)[CH:15]=[CH:14][C:13]([CH2:17][N:18]1[CH:22]=[C:21]([C:23]([OH:30])([C:26]([F:29])([F:27])[F:28])[CH2:24][CH3:25])[N:20]=[N:19]1)=[CH:12]2)=[O:32], predict the reactants needed to synthesize it. The reactants are: [F:1][C:2]1[CH:7]=[CH:6][C:5]([C:8]2[N:16]3[C:11]([CH:12]=[C:13]([CH2:17][N:18]4[CH:22]=[C:21]([C:23]([OH:30])([C:26]([F:29])([F:28])[F:27])[CH2:24][CH3:25])[N:20]=[N:19]4)[CH:14]=[CH:15]3)=[CH:10][C:9]=2[C:31](O)=[O:32])=[CH:4][CH:3]=1.C(Cl)CCl.C1C=C[C:41]2[N:46]([OH:47])N=NC=2C=1.[CH:48](N(C(C)C)CC)(C)C. (3) Given the product [CH3:10][S:9]([C:7]1[N:8]=[C:3]([O:2][CH3:1])[C:4]2[N:13]=[C:12]([NH:14][C:15]([N:17]3[CH2:22][CH2:21][C:20]([OH:33])([C:23]4[CH:28]=[CH:27][CH:26]=[C:25]([C:29]([F:30])([F:32])[F:31])[CH:24]=4)[CH2:19][CH2:18]3)=[O:16])[S:11][C:5]=2[N:6]=1)(=[O:38])=[O:36], predict the reactants needed to synthesize it. The reactants are: [CH3:1][O:2][C:3]1[C:4]2[N:13]=[C:12]([NH:14][C:15]([N:17]3[CH2:22][CH2:21][C:20]([OH:33])([C:23]4[CH:28]=[CH:27][CH:26]=[C:25]([C:29]([F:32])([F:31])[F:30])[CH:24]=4)[CH2:19][CH2:18]3)=[O:16])[S:11][C:5]=2[N:6]=[C:7]([S:9][CH3:10])[N:8]=1.OO.[OH2:36].C[OH:38]. (4) Given the product [Cl:1][C:2]1[C:10]2[N:9]=[C:8]3[N:11]([C:15]4[C:16]([CH3:23])=[N:17][C:18]([O:21][CH3:22])=[CH:19][CH:20]=4)[CH2:12][CH2:13][CH2:14][N:7]3[C:6]=2[C:5]([CH:24]([O:27][CH:28]2[CH2:30][CH2:29]2)[CH2:25][CH3:26])=[CH:4][CH:3]=1, predict the reactants needed to synthesize it. The reactants are: [Cl:1][C:2]1[C:10]2[N:9]=[C:8]3[N:11]([C:15]4[C:16]([CH3:23])=[N:17][C:18]([O:21][CH3:22])=[CH:19][CH:20]=4)[CH2:12][CH2:13][CH2:14][N:7]3[C:6]=2[C:5]([CH:24]([O:27][CH:28]=[CH2:29])[CH2:25][CH3:26])=[CH:4][CH:3]=1.[CH2:30]([Zn]CC)C.ICI. (5) Given the product [CH3:1][C:2]1([CH3:17])[O:6][CH:5]([CH2:7][N:8]2[C:16]3[C:11](=[CH:12][CH:13]=[CH:14][CH:15]=3)[C:10]([C:20](=[O:21])[C:19]([F:30])([F:29])[F:18])=[CH:9]2)[CH2:4][O:3]1, predict the reactants needed to synthesize it. The reactants are: [CH3:1][C:2]1([CH3:17])[O:6][CH:5]([CH2:7][N:8]2[C:16]3[C:11](=[CH:12][CH:13]=[CH:14][CH:15]=3)[CH:10]=[CH:9]2)[CH2:4][O:3]1.[F:18][C:19]([F:30])([F:29])[C:20](O[C:20](=[O:21])[C:19]([F:30])([F:29])[F:18])=[O:21]. (6) Given the product [CH2:17]([O:19][C:20]([C:21]1[C:22](=[O:23])[NH:1][C:2]2[C:3]([C:9]=1[C:11]1[CH:16]=[CH:15][CH:14]=[CH:13][CH:12]=1)=[CH:4][C:5]([Cl:8])=[CH:6][CH:7]=2)=[O:27])[CH3:18], predict the reactants needed to synthesize it. The reactants are: [NH2:1][C:2]1[CH:7]=[CH:6][C:5]([Cl:8])=[CH:4][C:3]=1[C:9]([C:11]1[CH:16]=[CH:15][CH:14]=[CH:13][CH:12]=1)=O.[CH2:17]([O:19][C:20](=[O:27])[CH2:21][C:22](OCC)=[O:23])[CH3:18].C1CCN2C(=NCCC2)CC1. (7) Given the product [CH2:1]([O:5][C:6]1[CH:7]=[CH:8][C:9]([C:12]([OH:14])=[O:13])=[N:10][CH:11]=1)[C:2]#[C:3][CH3:4], predict the reactants needed to synthesize it. The reactants are: [CH2:1]([O:5][C:6]1[CH:7]=[CH:8][C:9]([C:12]([O-:14])=[O:13])=[N:10][CH:11]=1)[C:2]#[C:3][CH3:4].[OH-].[Li+]. (8) Given the product [CH3:14][O:15][C:16]([C:18]1[S:19][C:20]([I:40])=[CH:21][C:22]=1[N:23]([C:31]([C@H:33]1[CH2:34][CH2:35][C@H:36]([CH3:39])[CH2:37][CH2:38]1)=[O:32])[CH:24]1[CH2:25][CH2:26][N:27]([CH3:30])[CH2:28][CH2:29]1)=[O:17], predict the reactants needed to synthesize it. The reactants are: C(NC(C)C)(C)C.C([Mg]Cl)CCC.[CH3:14][O:15][C:16]([C:18]1[S:19][CH:20]=[CH:21][C:22]=1[N:23]([C:31]([C@H:33]1[CH2:38][CH2:37][C@H:36]([CH3:39])[CH2:35][CH2:34]1)=[O:32])[CH:24]1[CH2:29][CH2:28][N:27]([CH3:30])[CH2:26][CH2:25]1)=[O:17].[I:40]I.